This data is from Reaction yield outcomes from USPTO patents with 853,638 reactions. The task is: Predict the reaction yield, written as a fraction of the theoretical maximum amount of product (1.0 means a 100% yield; for example, 0.34 means a 34% yield). (1) The reactants are [CH3:1][O:2][CH2:3][CH2:4][N:5]1[C:13]2[C:8](=[CH:9][C:10]([N+:14]([O-])=O)=[CH:11][CH:12]=2)[C:7](=[O:17])[NH:6]1.[H][H].[CH2:20]([C:22]1[CH:27]=[CH:26][CH:25]=[CH:24][C:23]=1[N:28]=[C:29]=[O:30])[CH3:21].S(=O)(=O)(O)[O-].[K+]. The catalyst is C(O)C.C(O)(=O)C.[Pd].C(OCC)(=O)C. The product is [CH2:20]([C:22]1[CH:27]=[CH:26][CH:25]=[CH:24][C:23]=1[NH:28][C:29]([NH:14][C:10]1[CH:9]=[C:8]2[C:13](=[CH:12][CH:11]=1)[N:5]([CH2:4][CH2:3][O:2][CH3:1])[NH:6][C:7]2=[O:17])=[O:30])[CH3:21]. The yield is 0.450. (2) The reactants are [OH-].[K+].[CH3:3][C@@H:4]1[CH2:8][CH2:7][C:6](=O)[CH:5]1[C:10]([O:12]CC)=O.[NH2:15][C:16]([NH2:18])=[S:17]. The catalyst is O.C(O)C. The product is [SH:17][C:16]1[N:15]=[C:10]([OH:12])[C:5]2[C@H:4]([CH3:3])[CH2:8][CH2:7][C:6]=2[N:18]=1. The yield is 0.560. (3) The reactants are C(O)(=O)C(O)=O.CS(C)=O.[F:11][CH2:12][CH2:13][OH:14].[N+:15]([CH2:18][CH2:19][C:20]([O:22][C:23]([CH3:26])([CH3:25])[CH3:24])=[O:21])([O-:17])=[O:16]. The catalyst is C(Cl)Cl.O.CCN(CC)CC. The product is [F:11][CH2:12][CH:13]([OH:14])[CH:18]([N+:15]([O-:17])=[O:16])[CH2:19][C:20]([O:22][C:23]([CH3:25])([CH3:26])[CH3:24])=[O:21]. The yield is 0.245. (4) The reactants are [H-].[Na+].Br[CH2:4][CH2:5][CH2:6][CH2:7][CH2:8]Br.[N+:10]([CH2:12][S:13][C:14]1[CH:19]=[CH:18][CH:17]=[CH:16][C:15]=1[O:20][CH3:21])#[C-:11]. The catalyst is CN(C=O)C. The product is [N+:10]([C:12]1([S:13][C:14]2[CH:19]=[CH:18][CH:17]=[CH:16][C:15]=2[O:20][CH3:21])[CH2:8][CH2:7][CH2:6][CH2:5][CH2:4]1)#[C-:11]. The yield is 0.610. (5) The reactants are [CH3:1][O:2][C:3]1[CH:8]=[CH:7][CH:6]=[C:5]([O:9][CH3:10])[C:4]=1/[CH:11]=[CH:12]/[CH:13]=[C:14](/[N:20]=P(C1C=CC=CC=1)(C1C=CC=CC=1)C1C=CC=CC=1)\[C:15]([O:17][CH2:18][CH3:19])=[O:16].[Cl:40][C:41]1[CH:48]=[CH:47][C:44]([CH:45]=O)=[CH:43][C:42]=1[OH:49]. The catalyst is C(#N)C. The product is [Cl:40][C:41]1[CH:48]=[CH:47][C:44]([C:45]2[N:20]=[C:14]([C:15]([O:17][CH2:18][CH3:19])=[O:16])[CH:13]=[CH:12][C:11]=2[C:4]2[C:5]([O:9][CH3:10])=[CH:6][CH:7]=[CH:8][C:3]=2[O:2][CH3:1])=[CH:43][C:42]=1[OH:49]. The yield is 0.410.